The task is: Regression. Given a peptide amino acid sequence and an MHC pseudo amino acid sequence, predict their binding affinity value. This is MHC class I binding data.. This data is from Peptide-MHC class I binding affinity with 185,985 pairs from IEDB/IMGT. (1) The peptide sequence is RQNAAIEAL. The MHC is HLA-A25:01 with pseudo-sequence HLA-A25:01. The binding affinity (normalized) is 0.0847. (2) The peptide sequence is WSQNPTMLY. The MHC is HLA-B08:02 with pseudo-sequence HLA-B08:02. The binding affinity (normalized) is 0.0847. (3) The peptide sequence is GMQIRGFVY. The MHC is HLA-B07:02 with pseudo-sequence HLA-B07:02. The binding affinity (normalized) is 0.0847. (4) The peptide sequence is NLILNFLDWI. The MHC is HLA-A02:01 with pseudo-sequence HLA-A02:01. The binding affinity (normalized) is 0.225. (5) The binding affinity (normalized) is 0. The MHC is HLA-A02:01 with pseudo-sequence HLA-A02:01. The peptide sequence is TVSTIDGRI. (6) The peptide sequence is MLAHAEETRK. The MHC is HLA-A68:01 with pseudo-sequence HLA-A68:01. The binding affinity (normalized) is 0.533. (7) The peptide sequence is SLVKPTVYV. The MHC is HLA-A02:03 with pseudo-sequence HLA-A02:03. The binding affinity (normalized) is 0.666. (8) The peptide sequence is GTQDQSLYL. The MHC is HLA-B58:01 with pseudo-sequence HLA-B58:01. The binding affinity (normalized) is 0.213.